Regression/Classification. Given a drug SMILES string, predict its absorption, distribution, metabolism, or excretion properties. Task type varies by dataset: regression for continuous measurements (e.g., permeability, clearance, half-life) or binary classification for categorical outcomes (e.g., BBB penetration, CYP inhibition). Dataset: cyp1a2_veith. From a dataset of CYP1A2 inhibition data for predicting drug metabolism from PubChem BioAssay. (1) The molecule is COCCCNC(=O)C1CC(=O)N(CCc2ccc(OC)c(OC)c2)C1. The result is 0 (non-inhibitor). (2) The compound is O=C(Nc1ccc(F)cc1)N1CC2CC(C1)c1cccc(=O)n1C2. The result is 0 (non-inhibitor). (3) The molecule is C[C@@]12CCC(=O)C(O)=C1CC[C@@H]1[C@@H]2CC[C@@]2(C)C(=O)CC[C@H]12. The result is 0 (non-inhibitor). (4) The drug is Cc1cnc(CNc2ncncc2-c2ccccc2Cl)cn1. The result is 1 (inhibitor). (5) The result is 1 (inhibitor). The drug is CN1CCN(c2ncnc3ccc(-c4ccccc4C(F)(F)F)cc23)CC1.